Dataset: Full USPTO retrosynthesis dataset with 1.9M reactions from patents (1976-2016). Task: Predict the reactants needed to synthesize the given product. (1) Given the product [C:1]([O:4][C@@H:5]1[CH2:29][CH2:28][C@@:27]2([CH3:30])[C@H:7]([CH2:8][CH2:9][C@@H:10]3[C:26]2=[CH:25][C:24](=[O:34])[C@@:23]2([CH3:31])[C@H:11]3[CH2:12][CH2:13][C@@H:14]2[C@H:15]([CH3:22])[CH2:16][CH2:17][C:18]([O:20][CH3:21])=[O:19])[CH2:6]1)(=[O:3])[CH3:2], predict the reactants needed to synthesize it. The reactants are: [C:1]([O:4][C@@H:5]1[CH2:29][CH2:28][C@@:27]2([CH3:30])[C@H:7]([CH2:8][CH2:9][C@@H:10]3[C:26]2=[CH:25][CH2:24][C@@:23]2([CH3:31])[C@H:11]3[CH2:12][CH2:13][C@@H:14]2[C@H:15]([CH3:22])[CH2:16][CH2:17][C:18]([O:20][CH3:21])=[O:19])[CH2:6]1)(=[O:3])[CH3:2].CC(O)=[O:34]. (2) Given the product [CH2:1]([C:5]1[CH:6]=[CH:7][C:8]([C:9]2[O:11][N:19]=[C:18]([C:31]3[CH:36]=[CH:35][C:34]([CH2:40][OH:41])=[CH:33][CH:32]=3)[N:17]=2)=[CH:12][CH:13]=1)[CH:2]([CH3:3])[CH3:4], predict the reactants needed to synthesize it. The reactants are: [CH2:1]([C:5]1[CH:13]=[CH:12][C:8]([C:9]([OH:11])=O)=[CH:7][CH:6]=1)[CH:2]([CH3:4])[CH3:3].Cl.C([N:17]=[C:18]=[N:19]CCCN(C)C)C.O.ON1[C:32]2[CH:33]=[CH:34][CH:35]=[CH:36][C:31]=2N=N1.O.CN(C)[CH:40]=[O:41]. (3) Given the product [C:22]([O:21][C:19]([N:8]1[CH2:9][C@H:10]([CH2:11][CH2:12][C:13]2[CH:18]=[CH:17][CH:16]=[CH:15][CH:14]=2)[C@@H:6]([C:4]([OH:5])=[O:3])[CH2:7]1)=[O:20])([CH3:25])([CH3:23])[CH3:24], predict the reactants needed to synthesize it. The reactants are: C([O:3][C:4]([C@@H:6]1[C@@H:10]([CH2:11][CH2:12][C:13]2[CH:18]=[CH:17][CH:16]=[CH:15][CH:14]=2)[CH2:9][N:8]([C:19]([O:21][C:22]([CH3:25])([CH3:24])[CH3:23])=[O:20])[CH2:7]1)=[O:5])C.[Li+].[OH-]. (4) Given the product [CH3:21][C:22]1[N:27]=[C:26]([C:28]2[O:29][C:30]3=[CH:37][N:36]=[CH:35][CH:34]=[C:31]3[C:32]=2[NH2:33])[CH:25]=[CH:24][CH:23]=1, predict the reactants needed to synthesize it. The reactants are: [H-].[Na+].CC1N=C(CO)C=CC=1.BrC1C=NC=CC=1C#N.[CH3:21][C:22]1[N:27]=[C:26]([CH2:28][O:29][C:30]2[CH:37]=[N:36][CH:35]=[CH:34][C:31]=2[C:32]#[N:33])[CH:25]=[CH:24][CH:23]=1. (5) Given the product [Cl:1][C:2]1[C:10]2[N:6]([C:7]([CH2:14][CH2:15][O:16][CH3:17])=[CH:8][C:9]=2[C:11]([NH:19][CH2:20][C:21]2([OH:29])[CH2:28][CH2:27][CH2:26][C:23]3([CH2:25][CH2:24]3)[CH2:22]2)=[O:13])[CH:5]=[CH:4][CH:3]=1, predict the reactants needed to synthesize it. The reactants are: [Cl:1][C:2]1[C:10]2[N:6]([C:7]([CH2:14][CH2:15][O:16][CH3:17])=[CH:8][C:9]=2[C:11]([OH:13])=O)[CH:5]=[CH:4][CH:3]=1.Cl.[NH2:19][CH2:20][C:21]1([OH:29])[CH2:28][CH2:27][CH2:26][C:23]2([CH2:25][CH2:24]2)[CH2:22]1.Cl.CN(C)CCCN=C=NCC.N1(O)C2C=CC=CC=2N=N1.C(N(C(C)C)C(C)C)C. (6) Given the product [OH:2][C:3]1[C:4]([CH3:33])=[CH:5][C:6]([N:10]2[C:15](=[O:16])[N:14]([CH2:17][C:18]3[C:19]([F:26])=[CH:20][C:21]([F:25])=[CH:22][C:23]=3[F:24])[C:13]3[CH:27]=[CH:28][CH:29]=[CH:30][C:12]=3[S:11]2(=[O:32])=[O:31])=[CH:7][C:8]=1[CH3:9], predict the reactants needed to synthesize it. The reactants are: C[O:2][C:3]1[C:8]([CH3:9])=[CH:7][C:6]([N:10]2[C:15](=[O:16])[N:14]([CH2:17][C:18]3[C:23]([F:24])=[CH:22][C:21]([F:25])=[CH:20][C:19]=3[F:26])[C:13]3[CH:27]=[CH:28][CH:29]=[CH:30][C:12]=3[S:11]2(=[O:32])=[O:31])=[CH:5][C:4]=1[CH3:33].B(Br)(Br)Br.CCCCCC.C([O-])(O)=O.[Na+].